This data is from Buchwald-Hartwig C-N cross coupling reaction yields with 55,370 reactions. The task is: Predict the reaction yield, written as a fraction of the theoretical maximum amount of product (1.0 means a 100% yield; for example, 0.34 means a 34% yield). (1) The reactants are CCc1ccc(Cl)cc1.Cc1ccc(N)cc1.O=S(=O)(O[Pd]1c2ccccc2-c2ccccc2N~1)C(F)(F)F.COc1ccc(OC)c(P(C(C)(C)C)C(C)(C)C)c1-c1c(C(C)C)cc(C(C)C)cc1C(C)C.CN(C)C(=NC(C)(C)C)N(C)C.Fc1cccc(F)c1-c1ccno1. No catalyst specified. The product is CCc1ccc(Nc2ccc(C)cc2)cc1. The yield is 0.0199. (2) The reactants are Ic1cccnc1.Cc1ccc(N)cc1.O=S(=O)(O[Pd]1c2ccccc2-c2ccccc2N~1)C(F)(F)F.COc1ccc(OC)c(P(C(C)(C)C)C(C)(C)C)c1-c1c(C(C)C)cc(C(C)C)cc1C(C)C.CN(C)C(=NC(C)(C)C)N(C)C.CCOC(=O)c1ccon1. No catalyst specified. The product is Cc1ccc(Nc2cccnc2)cc1. The yield is 0.646. (3) The reactants are Brc1cccnc1.Cc1ccc(N)cc1.O=S(=O)(O[Pd]1c2ccccc2-c2ccccc2N~1)C(F)(F)F.COc1ccc(OC)c(P(C(C)(C)C)C(C)(C)C)c1-c1c(C(C)C)cc(C(C)C)cc1C(C)C.CN1CCCN2CCCN=C12.c1ccc2nocc2c1. No catalyst specified. The product is Cc1ccc(Nc2cccnc2)cc1. The yield is 0.129. (4) The reactants are CCc1ccc(I)cc1.Cc1ccc(N)cc1.O=S(=O)(O[Pd]1c2ccccc2-c2ccccc2N~1)C(F)(F)F.COc1ccc(OC)c(P([C@]23C[C@H]4C[C@H](C[C@H](C4)C2)C3)[C@]23C[C@H]4C[C@H](C[C@H](C4)C2)C3)c1-c1c(C(C)C)cc(C(C)C)cc1C(C)C.CCN=P(N=P(N(C)C)(N(C)C)N(C)C)(N(C)C)N(C)C.Cc1ccno1. No catalyst specified. The product is CCc1ccc(Nc2ccc(C)cc2)cc1. The yield is 0.173. (5) The reactants are Clc1ccccn1.Cc1ccc(N)cc1.O=S(=O)(O[Pd]1c2ccccc2-c2ccccc2N~1)C(F)(F)F.COc1ccc(OC)c(P(C(C)(C)C)C(C)(C)C)c1-c1c(C(C)C)cc(C(C)C)cc1C(C)C.CN(C)C(=NC(C)(C)C)N(C)C.c1ccc2nocc2c1. No catalyst specified. The product is Cc1ccc(Nc2ccccn2)cc1. The yield is 0.0961. (6) The reactants are CCc1ccc(Cl)cc1.Cc1ccc(N)cc1.O=S(=O)(O[Pd]1c2ccccc2-c2ccccc2N~1)C(F)(F)F.COc1ccc(OC)c(P([C@]23C[C@H]4C[C@H](C[C@H](C4)C2)C3)[C@]23C[C@H]4C[C@H](C[C@H](C4)C2)C3)c1-c1c(C(C)C)cc(C(C)C)cc1C(C)C.CCN=P(N=P(N(C)C)(N(C)C)N(C)C)(N(C)C)N(C)C.Cc1cc(-c2ccccc2)on1. No catalyst specified. The product is CCc1ccc(Nc2ccc(C)cc2)cc1. The yield is 0. (7) The reactants are Clc1cccnc1.Cc1ccc(N)cc1.O=S(=O)(O[Pd]1c2ccccc2-c2ccccc2N~1)C(F)(F)F.COc1ccc(OC)c(P([C@]23C[C@H]4C[C@H](C[C@H](C4)C2)C3)[C@]23C[C@H]4C[C@H](C[C@H](C4)C2)C3)c1-c1c(C(C)C)cc(C(C)C)cc1C(C)C.CN1CCCN2CCCN=C12.c1ccc2nocc2c1. No catalyst specified. The product is Cc1ccc(Nc2cccnc2)cc1. The yield is 0.